Dataset: Full USPTO retrosynthesis dataset with 1.9M reactions from patents (1976-2016). Task: Predict the reactants needed to synthesize the given product. The reactants are: [NH:1]1[C:5]2[CH:6]=[CH:7][CH:8]=[C:9]([C@@H:10]3[CH2:15][CH2:14][N:13]([C:16]([O:18][C:19]([CH3:22])([CH3:21])[CH3:20])=[O:17])[CH2:12][C@H:11]3[C:23]3[CH:28]=[CH:27][C:26](Br)=[CH:25][C:24]=3[Cl:30])[C:4]=2[N:3]=[CH:2]1.[CH3:31][O:32][CH2:33][CH2:34][CH2:35][C:36]1[CH:41]=[CH:40][CH:39]=[CH:38][C:37]=1B(O)O.C1C=CC(P(C2C=CC=CC=2)C2C=CC=CC=2)=CC=1.C([O-])([O-])=O.[Na+].[Na+]. Given the product [NH:1]1[C:5]2[CH:6]=[CH:7][CH:8]=[C:9]([C@@H:10]3[CH2:15][CH2:14][N:13]([C:16]([O:18][C:19]([CH3:22])([CH3:21])[CH3:20])=[O:17])[CH2:12][C@H:11]3[C:23]3[CH:28]=[CH:27][C:26]([C:41]4[CH:40]=[CH:39][CH:38]=[CH:37][C:36]=4[CH2:35][CH2:34][CH2:33][O:32][CH3:31])=[CH:25][C:24]=3[Cl:30])[C:4]=2[N:3]=[CH:2]1, predict the reactants needed to synthesize it.